Dataset: NCI-60 drug combinations with 297,098 pairs across 59 cell lines. Task: Regression. Given two drug SMILES strings and cell line genomic features, predict the synergy score measuring deviation from expected non-interaction effect. Drug 1: CCCCCOC(=O)NC1=NC(=O)N(C=C1F)C2C(C(C(O2)C)O)O. Drug 2: CC=C1C(=O)NC(C(=O)OC2CC(=O)NC(C(=O)NC(CSSCCC=C2)C(=O)N1)C(C)C)C(C)C. Cell line: SNB-19. Synergy scores: CSS=3.70, Synergy_ZIP=2.50, Synergy_Bliss=0.487, Synergy_Loewe=-56.4, Synergy_HSA=-2.93.